From a dataset of Forward reaction prediction with 1.9M reactions from USPTO patents (1976-2016). Predict the product of the given reaction. Given the reactants Br[C:2]1[CH:7]=[CH:6][C:5]([F:8])=[CH:4][C:3]=1[CH3:9].C([Li])CCC.[F:15][C:16]1[CH:23]=[CH:22][C:19]([CH:20]=[O:21])=[CH:18][CH:17]=1.O, predict the reaction product. The product is: [F:8][C:5]1[CH:6]=[CH:7][C:2]([CH:20]([C:19]2[CH:22]=[CH:23][C:16]([F:15])=[CH:17][CH:18]=2)[OH:21])=[C:3]([CH3:9])[CH:4]=1.